From a dataset of Reaction yield outcomes from USPTO patents with 853,638 reactions. Predict the reaction yield, written as a fraction of the theoretical maximum amount of product (1.0 means a 100% yield; for example, 0.34 means a 34% yield). (1) The reactants are [CH3:1][C:2]1[O:3][C:4]2[CH:10]=[C:9]([NH2:11])[CH:8]=[CH:7][C:5]=2[CH:6]=1.CS[C:14](SC)=[CH:15][N+:16]([O-:18])=[O:17].[NH2:21][C@H:22]1[CH2:28][CH2:27][CH2:26][CH2:25][N:24]([CH2:29][C:30]([N:32]2[CH2:36][CH2:35][CH2:34][CH2:33]2)=[O:31])[C:23]1=[O:37]. The catalyst is C(OCC)(=O)C. The product is [CH3:1][C:2]1[O:3][C:4]2[CH:10]=[C:9]([NH:11][C:14]([NH:21][C@H:22]3[CH2:28][CH2:27][CH2:26][CH2:25][N:24]([CH2:29][C:30]([N:32]4[CH2:33][CH2:34][CH2:35][CH2:36]4)=[O:31])[C:23]3=[O:37])=[CH:15][N+:16]([O-:18])=[O:17])[CH:8]=[CH:7][C:5]=2[CH:6]=1. The yield is 0.120. (2) The reactants are I[C:2]1[CH:8]=[CH:7][C:5]([NH2:6])=[CH:4][C:3]=1[F:9].CCN(CC)CC.C(Cl)Cl.[CH:20]1([C:23]#[CH:24])[CH2:22][CH2:21]1. The catalyst is C1COCC1.CCOCC.[Cu]I. The product is [CH:20]1([C:23]#[C:24][C:2]2[CH:8]=[CH:7][C:5]([NH2:6])=[CH:4][C:3]=2[F:9])[CH2:22][CH2:21]1. The yield is 0.450. (3) The reactants are [O:1]=[C:2]1[CH2:11][CH2:10][C:9]2[CH:8]=[C:7]([C:12]#[N:13])[CH:6]=[CH:5][C:4]=2[CH2:3]1.[C:14](=O)([O:18]CC)[O:15][CH2:16][CH3:17]. No catalyst specified. The product is [C:12]([C:7]1[CH:8]=[C:9]2[C:4](=[CH:5][CH:6]=1)[CH:3]([C:14]([O:15][CH2:16][CH3:17])=[O:18])[C:2](=[O:1])[CH2:11][CH2:10]2)#[N:13]. The yield is 0.250. (4) The reactants are Cl.Cl.[CH2:3]([N:5]1[CH2:10][CH2:9][CH2:8][CH:7]([CH2:11][C:12]2([OH:18])[CH2:17][CH2:16][NH:15][CH2:14][CH2:13]2)[CH2:6]1)[CH3:4].C(N(C(C)C)CC)(C)C.CN(C)C=O.[Cl:33][C:34]1[CH:35]=[C:36]([N:41]=[C:42]=[O:43])[CH:37]=[CH:38][C:39]=1[Cl:40]. The catalyst is ClCCl. The product is [Cl:33][C:34]1[CH:35]=[C:36]([NH:41][C:42]([N:15]2[CH2:14][CH2:13][C:12]([CH2:11][CH:7]3[CH2:8][CH2:9][CH2:10][N:5]([CH2:3][CH3:4])[CH2:6]3)([OH:18])[CH2:17][CH2:16]2)=[O:43])[CH:37]=[CH:38][C:39]=1[Cl:40]. The yield is 1.00. (5) The reactants are [Cl:1][C:2]1[N:3]=[C:4]([C:9]([NH:11][C@H:12]2[CH2:16][CH2:15][N:14]([C:17]3[S:18][C:19]([C:23]([O:25]CC)=[O:24])=[C:20]([CH3:22])[N:21]=3)[CH2:13]2)=[O:10])[NH:5][C:6]=1[CH2:7][CH3:8].[OH-].[Li+].O. The catalyst is CO. The product is [Cl:1][C:2]1[N:3]=[C:4]([C:9]([NH:11][C@H:12]2[CH2:16][CH2:15][N:14]([C:17]3[S:18][C:19]([C:23]([OH:25])=[O:24])=[C:20]([CH3:22])[N:21]=3)[CH2:13]2)=[O:10])[NH:5][C:6]=1[CH2:7][CH3:8]. The yield is 0.770.